From a dataset of Full USPTO retrosynthesis dataset with 1.9M reactions from patents (1976-2016). Predict the reactants needed to synthesize the given product. (1) Given the product [Cl:35][C:30]1[CH:29]=[C:28]([CH:26]([N:1]2[CH2:6][CH2:5][O:4][C@@H:3]([CH2:7][NH:8][C:9](=[O:15])[O:10][C:11]([CH3:12])([CH3:14])[CH3:13])[CH2:2]2)[CH3:27])[CH:33]=[CH:32][C:31]=1[Cl:34], predict the reactants needed to synthesize it. The reactants are: [NH:1]1[CH2:6][CH2:5][O:4][C@@H:3]([CH2:7][NH:8][C:9](=[O:15])[O:10][C:11]([CH3:14])([CH3:13])[CH3:12])[CH2:2]1.C(N(CC)C(C)C)(C)C.Br[CH:26]([C:28]1[CH:33]=[CH:32][C:31]([Cl:34])=[C:30]([Cl:35])[CH:29]=1)[CH3:27].C(=O)([O-])O.[Na+]. (2) Given the product [CH3:29][N:35]([CH2:25][C:24]1[CH:27]=[CH:28][C:21]([CH:8]2[NH:9][C:10]3[C:11]4[C:12](=[N:13][NH:14][C:15](=[O:20])[C:16]=4[CH:17]=[CH:18][CH:19]=3)[CH:7]2[C:3]2[N:2]([CH3:1])[CH:6]=[CH:5][N:4]=2)=[CH:22][CH:23]=1)[CH3:34], predict the reactants needed to synthesize it. The reactants are: [CH3:1][N:2]1[CH:6]=[CH:5][N:4]=[C:3]1[CH:7]1[C:12]2=[N:13][NH:14][C:15](=[O:20])[C:16]3[CH:17]=[CH:18][CH:19]=[C:10]([C:11]=32)[NH:9][CH:8]1[C:21]1[CH:28]=[CH:27][C:24]([CH:25]=O)=[CH:23][CH:22]=1.[C:29](O)(=O)C.[BH3-][C:34]#[N:35].[Na+]. (3) Given the product [CH3:1][N:2]1[C@H:11]2[C@H:6]([CH2:7][CH2:8][CH2:9][CH2:10]2)[NH:5][CH2:4][CH2:3]1, predict the reactants needed to synthesize it. The reactants are: [CH3:1][N:2]1[C@H:11]2[C@H:6]([CH2:7][CH2:8][CH2:9][CH2:10]2)[N:5](C(OCC2C=CC=CC=2)=O)[CH2:4][CH2:3]1. (4) Given the product [CH:32]1([NH:33][C:15]([C:7]2[C:8]3[C:9](=[N:10][C:11]([NH2:20])=[CH:12][CH:13]=3)[N:5]([C:1]([CH3:2])([CH3:3])[CH3:4])[N:6]=2)=[O:17])[CH2:30][CH2:31]1, predict the reactants needed to synthesize it. The reactants are: [C:1]([N:5]1[C:9]2=[N:10][C:11](F)=[CH:12][CH:13]=[C:8]2[C:7]([C:15]([OH:17])=O)=[N:6]1)([CH3:4])([CH3:3])[CH3:2].C([N:20](CC)CC)C.CCN=C=N[CH2:30][CH2:31][CH2:32][N:33](C)C.C1C=NC2N(O)N=NC=2C=1.C1(N)CC1. (5) Given the product [CH2:1]([O:3][C:4]([C@H:6]1[CH2:8][C@@H:7]1[C:9]1[CH:10]=[CH:11][C:12]([O:15][C@H:21]2[C:22]3[C:18](=[C:17]([Br:16])[CH:25]=[CH:24][C:23]=3[F:26])[CH2:19][CH2:20]2)=[CH:13][CH:14]=1)=[O:5])[CH3:2], predict the reactants needed to synthesize it. The reactants are: [CH2:1]([O:3][C:4]([C@H:6]1[CH2:8][C@@H:7]1[C:9]1[CH:14]=[CH:13][C:12]([OH:15])=[CH:11][CH:10]=1)=[O:5])[CH3:2].[Br:16][C:17]1[CH:25]=[CH:24][C:23]([F:26])=[C:22]2[C:18]=1[CH2:19][CH2:20][C@@H:21]2O.C1(P(C2C=CC=CC=2)C2C=CC=CC=2)C=CC=CC=1.N(C(OC(C)(C)C)=O)=NC(OC(C)(C)C)=O. (6) The reactants are: [C:1]1([S:7]([N:10]2[C:14]3[N:15]=[CH:16][N:17]=[C:18](Cl)[C:13]=3[C:12]([Br:20])=[CH:11]2)(=[O:9])=[O:8])[CH:6]=[CH:5][CH:4]=[CH:3][CH:2]=1.[C:21]([O:25][C:26]([N:28]1[CH2:33][CH2:32][NH:31][CH2:30][CH2:29]1)=[O:27])([CH3:24])([CH3:23])[CH3:22].CCN(C(C)C)C(C)C. Given the product [C:21]([O:25][C:26]([N:28]1[CH2:33][CH2:32][N:31]([C:18]2[C:13]3[C:12]([Br:20])=[CH:11][N:10]([S:7]([C:1]4[CH:6]=[CH:5][CH:4]=[CH:3][CH:2]=4)(=[O:9])=[O:8])[C:14]=3[N:15]=[CH:16][N:17]=2)[CH2:30][CH2:29]1)=[O:27])([CH3:24])([CH3:22])[CH3:23], predict the reactants needed to synthesize it. (7) Given the product [F:3][C:4]1[C:9]([C:10]2[O:28][C:13]3[N:14]=[CH:15][N:16]=[C:17]([NH:18][CH2:19][CH2:20][CH2:21][CH2:22][CH2:23][C:24]([OH:26])=[O:25])[C:12]=3[C:11]=2[C:29]2[CH:34]=[CH:33][C:32]([O:35][CH3:36])=[CH:31][CH:30]=2)=[CH:8][CH:7]=[CH:6][N:5]=1, predict the reactants needed to synthesize it. The reactants are: [OH-].[Na+].[F:3][C:4]1[C:9]([C:10]2[O:28][C:13]3[N:14]=[CH:15][N:16]=[C:17]([NH:18][CH2:19][CH2:20][CH2:21][CH2:22][CH2:23][C:24]([O:26]C)=[O:25])[C:12]=3[C:11]=2[C:29]2[CH:34]=[CH:33][C:32]([O:35][CH3:36])=[CH:31][CH:30]=2)=[CH:8][CH:7]=[CH:6][N:5]=1.Cl.O.